From a dataset of Peptide-MHC class II binding affinity with 134,281 pairs from IEDB. Regression. Given a peptide amino acid sequence and an MHC pseudo amino acid sequence, predict their binding affinity value. This is MHC class II binding data. (1) The peptide sequence is KFGVAKKANVYAVKV. The MHC is HLA-DQA10301-DQB10302 with pseudo-sequence HLA-DQA10301-DQB10302. The binding affinity (normalized) is 0.128. (2) The peptide sequence is KTDCTKEVEEAWASA. The MHC is HLA-DQA10104-DQB10503 with pseudo-sequence HLA-DQA10104-DQB10503. The binding affinity (normalized) is 0.0199. (3) The peptide sequence is SQEKSGSVANEANVY. The MHC is H-2-IAb with pseudo-sequence H-2-IAb. The binding affinity (normalized) is 0.512. (4) The peptide sequence is SYKICTDKMFFVKNP. The binding affinity (normalized) is 0. The MHC is HLA-DQA10501-DQB10303 with pseudo-sequence HLA-DQA10501-DQB10303. (5) The peptide sequence is DEYVEQVAQYKALPV. The MHC is DRB1_0802 with pseudo-sequence DRB1_0802. The binding affinity (normalized) is 0.507. (6) The peptide sequence is EKALWIIFSQNMNIK. The MHC is DRB1_0404 with pseudo-sequence DRB1_0404. The binding affinity (normalized) is 0.512. (7) The peptide sequence is VDGIIAAYQNPASWK. The MHC is DRB5_0101 with pseudo-sequence DRB5_0101. The binding affinity (normalized) is 0.528. (8) The peptide sequence is AQGKAFYEAVAKAHQ. The MHC is DRB1_1201 with pseudo-sequence DRB1_1201. The binding affinity (normalized) is 0.0960. (9) The peptide sequence is AFALDGDNLFPKV. The MHC is DRB3_0101 with pseudo-sequence DRB3_0101. The binding affinity (normalized) is 0.884. (10) The peptide sequence is IFYDVFFAVANGNEL. The MHC is DRB1_1501 with pseudo-sequence DRB1_1501. The binding affinity (normalized) is 0.478.